Task: Predict the product of the given reaction.. Dataset: Forward reaction prediction with 1.9M reactions from USPTO patents (1976-2016) The product is: [CH3:3][O:4][C:5]([C:7]1[N:11]([NH2:29])[C:10]([C:12]([O:14][CH2:15][CH3:16])=[O:13])=[CH:9][CH:8]=1)=[O:6]. Given the reactants [H-].[Na+].[CH3:3][O:4][C:5]([C:7]1[NH:11][C:10]([C:12]([O:14][CH2:15][CH3:16])=[O:13])=[CH:9][CH:8]=1)=[O:6].CC1C=C(C)C=C(C)C=1S([NH:29]O)(=O)=O, predict the reaction product.